From a dataset of Reaction yield outcomes from USPTO patents with 853,638 reactions. Predict the reaction yield, written as a fraction of the theoretical maximum amount of product (1.0 means a 100% yield; for example, 0.34 means a 34% yield). The yield is 0.870. The catalyst is CN(C=O)C.O.C(OCC)(=O)C.C([O-])(=O)C.C([O-])(=O)C.[Pd+2]. The product is [CH:1]1([C:4]2[N:8]([CH2:9][C:10]3[C:11]([F:20])=[CH:12][C:13]([O:17][CH2:18][CH3:19])=[CH:14][C:15]=3[F:16])[N:7]=[C:6]([C:21]3[N:26]=[C:25]([NH:27][C:33]4[CH:38]=[CH:37][N:36]=[CH:35][CH:34]=4)[C:24]([O:28][CH3:29])=[CH:23][N:22]=3)[C:5]=2[CH3:30])[CH2:3][CH2:2]1. The reactants are [CH:1]1([C:4]2[N:8]([CH2:9][C:10]3[C:15]([F:16])=[CH:14][C:13]([O:17][CH2:18][CH3:19])=[CH:12][C:11]=3[F:20])[N:7]=[C:6]([C:21]3[N:26]=[C:25]([NH2:27])[C:24]([O:28][CH3:29])=[CH:23][N:22]=3)[C:5]=2[CH3:30])[CH2:3][CH2:2]1.Cl.Br[C:33]1[CH:38]=[CH:37][N:36]=[CH:35][CH:34]=1.C(=O)([O-])[O-].[Cs+].[Cs+].